The task is: Predict the reaction yield, written as a fraction of the theoretical maximum amount of product (1.0 means a 100% yield; for example, 0.34 means a 34% yield).. This data is from Reaction yield outcomes from USPTO patents with 853,638 reactions. The catalyst is ClCCl.O. The yield is 0.910. The product is [OH:11][CH2:10][C@H:9]([NH:8][C:20](=[O:26])[C:21]([OH:23])=[O:22])[CH2:12][C:13]1[CH:18]=[CH:17][CH:16]=[CH:15][CH:14]=1. The reactants are C(N(CC)CC)C.[NH2:8][C@H:9]([CH2:12][C:13]1[CH:18]=[CH:17][CH:16]=[CH:15][CH:14]=1)[CH2:10][OH:11].Cl[C:20](=[O:26])[C:21]([O:23]CC)=[O:22].[OH-].[Na+].Cl.